From a dataset of Reaction yield outcomes from USPTO patents with 853,638 reactions. Predict the reaction yield, written as a fraction of the theoretical maximum amount of product (1.0 means a 100% yield; for example, 0.34 means a 34% yield). (1) The reactants are [CH3:1][O:2][C:3](=[O:43])[CH2:4][C:5]1[CH:10]=[CH:9][CH:8]=[CH:7][C:6]=1[C:11]#[C:12][C:13]1[C:18]([C:19]([F:22])([F:21])[F:20])=[CH:17][N:16]=[C:15]([NH:23][C:24]2[CH:29]=[CH:28][C:27]([N:30]3[CH2:35][CH2:34][N:33]([C:36]([O:38][C:39]([CH3:42])([CH3:41])[CH3:40])=[O:37])[CH2:32][CH2:31]3)=[CH:26][CH:25]=2)[N:14]=1.C(O)C.[H][H]. The catalyst is CCOC(C)=O.[Pd]. The product is [CH3:1][O:2][C:3](=[O:43])[CH2:4][C:5]1[CH:10]=[CH:9][CH:8]=[CH:7][C:6]=1[CH2:11][CH2:12][C:13]1[C:18]([C:19]([F:21])([F:22])[F:20])=[CH:17][N:16]=[C:15]([NH:23][C:24]2[CH:25]=[CH:26][C:27]([N:30]3[CH2:35][CH2:34][N:33]([C:36]([O:38][C:39]([CH3:41])([CH3:42])[CH3:40])=[O:37])[CH2:32][CH2:31]3)=[CH:28][CH:29]=2)[N:14]=1. The yield is 0.840. (2) The reactants are [CH:1]1([CH2:4][N:5]([S:25]([C:28]2[CH:33]=[CH:32][CH:31]=[CH:30][N:29]=2)(=[O:27])=[O:26])[C:6]2[CH:7]=[C:8]([O:20][CH2:21][CH2:22][O:23][CH3:24])[CH:9]=[C:10]3[C:14]=2[NH:13][C:12]([C:15]([O:17]CC)=[O:16])=[CH:11]3)[CH2:3][CH2:2]1.C(O)C.[OH-].[Na+]. The catalyst is O1CCCC1. The product is [CH:1]1([CH2:4][N:5]([S:25]([C:28]2[CH:33]=[CH:32][CH:31]=[CH:30][N:29]=2)(=[O:27])=[O:26])[C:6]2[CH:7]=[C:8]([O:20][CH2:21][CH2:22][O:23][CH3:24])[CH:9]=[C:10]3[C:14]=2[NH:13][C:12]([C:15]([OH:17])=[O:16])=[CH:11]3)[CH2:3][CH2:2]1. The yield is 0.990. (3) The reactants are [CH3:1][C:2]1[CH:26]=[C:25]([CH3:27])[CH:24]=[C:23]([CH3:28])[C:3]=1[C:4]([P:6]([CH2:19][C:20]([OH:22])=[O:21])([C:8](=[O:18])[C:9]1[C:14]([CH3:15])=[CH:13][C:12]([CH3:16])=[CH:11][C:10]=1[CH3:17])=[O:7])=[O:5].C(=O)([O-])O.[Na+:33]. The catalyst is O. The product is [CH3:15][C:14]1[CH:13]=[C:12]([CH3:16])[CH:11]=[C:10]([CH3:17])[C:9]=1[C:8]([P:6]([C:4](=[O:5])[C:3]1[C:23]([CH3:28])=[CH:24][C:25]([CH3:27])=[CH:26][C:2]=1[CH3:1])([CH2:19][C:20]([O-:22])=[O:21])=[O:7])=[O:18].[Na+:33]. The yield is 1.00. (4) The reactants are [O:1]1[C:5]2[CH:6]=[CH:7][C:8]([C:10]([OH:12])=[O:11])=[CH:9][C:4]=2[O:3][CH2:2]1.[Li][CH2:14]CCC.CI. The catalyst is C1COCC1. The product is [CH3:14][C:9]1[C:4]2[O:3][CH2:2][O:1][C:5]=2[CH:6]=[CH:7][C:8]=1[C:10]([OH:12])=[O:11]. The yield is 0.890.